This data is from Full USPTO retrosynthesis dataset with 1.9M reactions from patents (1976-2016). The task is: Predict the reactants needed to synthesize the given product. Given the product [Cl:1][C:2]1[CH:10]=[C:9]2[C:5]([CH2:6][N:7]([C:12]3[C:13]([CH3:35])=[C:14]([C:18]4[C:30]5[C:29]6[C:24](=[CH:25][C:26]([O:31][CH2:42][CH2:43][CH2:36][OH:39])=[CH:27][CH:28]=6)[NH:23][C:22]=5[C:21]([C:32]([NH2:34])=[O:33])=[N:20][CH:19]=4)[CH:15]=[CH:16][CH:17]=3)[C:8]2=[O:11])=[CH:4][CH:3]=1, predict the reactants needed to synthesize it. The reactants are: [Cl:1][C:2]1[CH:10]=[C:9]2[C:5]([CH2:6][N:7]([C:12]3[C:13]([CH3:35])=[C:14]([C:18]4[C:30]5[C:29]6[C:24](=[CH:25][C:26]([OH:31])=[CH:27][CH:28]=6)[NH:23][C:22]=5[C:21]([C:32]([NH2:34])=[O:33])=[N:20][CH:19]=4)[CH:15]=[CH:16][CH:17]=3)[C:8]2=[O:11])=[CH:4][CH:3]=1.[C:36](=[O:39])([O-])[O-].[Cs+].[Cs+].[C:42](OCC)(=O)[CH3:43].